This data is from Full USPTO retrosynthesis dataset with 1.9M reactions from patents (1976-2016). The task is: Predict the reactants needed to synthesize the given product. (1) Given the product [F:28][C:29]1[CH:34]=[CH:33][C:32]([N:35]2[CH2:36][CH2:37][N:38]([CH2:41][CH:43]3[CH2:52][CH2:51][C:50]4[C:45](=[CH:46][C:47]([CH3:53])=[CH:48][CH:49]=4)[NH:44]3)[CH2:39][CH2:40]2)=[C:31]([O:54][CH3:55])[CH:30]=1, predict the reactants needed to synthesize it. The reactants are: C1(N2CCN(CC3CCC4C(=CC=CC=4)N3)CC2)C2C(=CC=CC=2)C=CN=1.[F:28][C:29]1[CH:34]=[CH:33][C:32]([N:35]2[CH2:40][CH2:39][N:38]([C:41]([CH:43]3[CH2:52][CH2:51][C:50]4[C:45](=[CH:46][C:47]([CH3:53])=[CH:48][CH:49]=4)[NH:44]3)=O)[CH2:37][CH2:36]2)=[C:31]([O:54][CH3:55])[CH:30]=1. (2) Given the product [NH2:1][C:2]1[N:3]=[C:4]([NH:17][CH:18]2[CH2:19][CH2:20][N:21]([S:24]([CH2:27][CH2:28][N:33]([CH2:34][CH:35]3[CH2:37][CH2:36]3)[CH2:32][CH:29]3[CH2:31][CH2:30]3)(=[O:25])=[O:26])[CH2:22][CH2:23]2)[S:5][C:6]=1[C:7]([C:9]1[C:14]([F:15])=[CH:13][CH:12]=[CH:11][C:10]=1[F:16])=[O:8], predict the reactants needed to synthesize it. The reactants are: [NH2:1][C:2]1[N:3]=[C:4]([NH:17][CH:18]2[CH2:23][CH2:22][N:21]([S:24]([CH:27]=[CH2:28])(=[O:26])=[O:25])[CH2:20][CH2:19]2)[S:5][C:6]=1[C:7]([C:9]1[C:14]([F:15])=[CH:13][CH:12]=[CH:11][C:10]=1[F:16])=[O:8].[CH:29]1([CH2:32][NH:33][CH2:34][CH:35]2[CH2:37][CH2:36]2)[CH2:31][CH2:30]1. (3) Given the product [Br:1][C:2]1[CH:10]=[C:9]2[C:5]([C:6]([NH:16][CH:14]([CH3:15])[CH3:13])([CH3:21])[C:7](=[O:11])[NH:8]2)=[CH:4][CH:3]=1, predict the reactants needed to synthesize it. The reactants are: [Br:1][C:2]1[CH:10]=[C:9]2[C:5]([C:6](=O)[C:7](=[O:11])[NH:8]2)=[CH:4][CH:3]=1.[CH3:13][CH:14]([NH2:16])[CH3:15].B(F)(F)F.[CH3:21]COCC.C[Mg+].[Br-]. (4) Given the product [CH3:27][N:28]([O:29][CH3:30])[C:23]([C:13]1[C:22]2[C:17](=[CH:18][CH:19]=[CH:20][CH:21]=2)[CH:16]=[CH:15][N:14]=1)=[O:25], predict the reactants needed to synthesize it. The reactants are: C(N1C=CN=C1)(N1C=CN=C1)=O.[C:13]1([C:23]([OH:25])=O)[C:22]2[C:17](=[CH:18][CH:19]=[CH:20][CH:21]=2)[CH:16]=[CH:15][N:14]=1.Cl.[CH3:27][NH:28][O:29][CH3:30]. (5) Given the product [CH2:1]([N:3]([CH2:20][CH3:21])[CH2:4][CH2:5][N:6]1[CH2:12][CH2:11][CH2:10][C:9]2[NH:13][C:14]([CH:17]=[C:31]3[C:30]4[C:25](=[CH:26][CH:27]=[C:28]([NH:32][C:33](=[O:35])[CH3:34])[CH:29]=4)[NH:24][C:23]3=[O:22])=[C:15]([CH3:16])[C:8]=2[C:7]1=[O:19])[CH3:2], predict the reactants needed to synthesize it. The reactants are: [CH2:1]([N:3]([CH2:20][CH3:21])[CH2:4][CH2:5][N:6]1[CH2:12][CH2:11][CH2:10][C:9]2[NH:13][C:14]([CH:17]=O)=[C:15]([CH3:16])[C:8]=2[C:7]1=[O:19])[CH3:2].[O:22]=[C:23]1[CH2:31][C:30]2[C:25](=[CH:26][CH:27]=[C:28]([NH:32][C:33](=[O:35])[CH3:34])[CH:29]=2)[NH:24]1. (6) Given the product [CH3:20][O:19][C:17](=[O:18])[C:12]1[C:11]([NH:10][C:8]([C:7]2[C:2]([NH2:1])=[N:3][CH:4]=[C:5]([C:32]3[S:33][C:29]([CH2:28][N:22]4[CH2:23][CH2:24][O:25][CH2:26][CH2:27]4)=[CH:30][CH:31]=3)[CH:6]=2)=[O:9])=[CH:16][CH:15]=[N:14][CH:13]=1, predict the reactants needed to synthesize it. The reactants are: [NH2:1][C:2]1[C:7]([C:8]([NH:10][C:11]2[CH:16]=[CH:15][N:14]=[CH:13][C:12]=2[C:17]([O:19][CH3:20])=[O:18])=[O:9])=[CH:6][C:5](Br)=[CH:4][N:3]=1.[N:22]1([CH2:28][C:29]2[S:33][C:32](B3OC(C)(C)C(C)(C)O3)=[CH:31][CH:30]=2)[CH2:27][CH2:26][O:25][CH2:24][CH2:23]1. (7) Given the product [CH3:28][C:23]1([CH3:29])[C:24]([CH3:27])([CH3:26])[O:25][B:21]([C:2]2[CH:3]=[C:4]3[C:8](=[CH:9][CH:10]=2)[N:7]([CH2:11][O:12][CH2:13][CH2:14][Si:15]([CH3:18])([CH3:17])[CH3:16])[N:6]=[C:5]3[CH:19]=[O:20])[O:22]1, predict the reactants needed to synthesize it. The reactants are: Br[C:2]1[CH:3]=[C:4]2[C:8](=[CH:9][CH:10]=1)[N:7]([CH2:11][O:12][CH2:13][CH2:14][Si:15]([CH3:18])([CH3:17])[CH3:16])[N:6]=[C:5]2[CH:19]=[O:20].[B:21]1([B:21]2[O:25][C:24]([CH3:27])([CH3:26])[C:23]([CH3:29])([CH3:28])[O:22]2)[O:25][C:24]([CH3:27])([CH3:26])[C:23]([CH3:29])([CH3:28])[O:22]1.CC([O-])=O.[K+]. (8) Given the product [Br:1][C:2]1[CH:7]=[CH:6][C:5]([O:16][CH2:12][CH2:13][C:14]#[CH:15])=[C:4]([N+:9]([O-:11])=[O:10])[CH:3]=1, predict the reactants needed to synthesize it. The reactants are: [Br:1][C:2]1[CH:7]=[CH:6][C:5](F)=[C:4]([N+:9]([O-:11])=[O:10])[CH:3]=1.[CH2:12]([OH:16])[CH2:13][C:14]#[CH:15].C(=O)([O-])[O-].[K+].[K+]. (9) Given the product [CH2:1]([O:8][C:9]1[CH:14]=[CH:13][C:12]([C:15]2[S:17][CH:22]=[C:23]([CH2:24][CH3:25])[N:16]=2)=[CH:11][C:10]=1[CH2:18][CH2:19][CH3:20])[C:2]1[CH:3]=[CH:4][CH:5]=[CH:6][CH:7]=1, predict the reactants needed to synthesize it. The reactants are: [CH2:1]([O:8][C:9]1[CH:14]=[CH:13][C:12]([C:15](=[S:17])[NH2:16])=[CH:11][C:10]=1[CH2:18][CH2:19][CH3:20])[C:2]1[CH:7]=[CH:6][CH:5]=[CH:4][CH:3]=1.Br[CH2:22][C:23](=O)[CH2:24][CH3:25]. (10) Given the product [Cl:21][C:8]1[CH:9]=[C:10]([NH:13][S:14]([C:17]([F:20])([F:19])[F:18])(=[O:16])=[O:15])[CH:11]=[CH:12][C:7]=1[C:5]1[N:6]=[C:2]([C:24]2[C:23]([F:22])=[CH:28][N:27]=[C:26]3[NH:29][CH:30]=[CH:31][C:25]=23)[S:3][CH:4]=1, predict the reactants needed to synthesize it. The reactants are: Br[C:2]1[S:3][CH:4]=[C:5]([C:7]2[CH:12]=[CH:11][C:10]([NH:13][S:14]([C:17]([F:20])([F:19])[F:18])(=[O:16])=[O:15])=[CH:9][C:8]=2[Cl:21])[N:6]=1.[F:22][C:23]1[C:24](B2OC(C)(C)C(C)(C)O2)=[C:25]2[CH:31]=[CH:30][N:29]([Si](C(C)C)(C(C)C)C(C)C)[C:26]2=[N:27][CH:28]=1.C(=O)([O-])[O-].[Na+].[Na+].CN(C)C=O.